Dataset: Forward reaction prediction with 1.9M reactions from USPTO patents (1976-2016). Task: Predict the product of the given reaction. Given the reactants BrC1N=C(C[P:9](=[O:16])([O:13][CH2:14][CH3:15])[O:10][CH2:11][CH3:12])C=CC=1.[Br:17][C:18]1[CH:19]=[C:20]([CH2:25]O)[C:21]([F:24])=[N:22][CH:23]=1, predict the reaction product. The product is: [Br:17][C:18]1[CH:19]=[C:20]([CH2:25][P:9](=[O:16])([O:13][CH2:14][CH3:15])[O:10][CH2:11][CH3:12])[C:21]([F:24])=[N:22][CH:23]=1.